This data is from Forward reaction prediction with 1.9M reactions from USPTO patents (1976-2016). The task is: Predict the product of the given reaction. Given the reactants [Cl:1][C:2]1[CH:18]=[CH:17][C:16]([C:19]2[CH2:20][CH2:21][N:22]([C@H:25]3[CH2:30][CH2:29][CH2:28][NH:27][CH2:26]3)[CH2:23][CH:24]=2)=[CH:15][C:3]=1[NH:4][C@@H:5]([C:7]1[CH:12]=[CH:11][C:10]([Cl:13])=[CH:9][C:8]=1[Cl:14])[CH3:6].[C:31](=[O:34])([O-])[O-:32].[K+].[K+].[CH3:37]N1CCCC1=O, predict the reaction product. The product is: [Cl:1][C:2]1[CH:18]=[CH:17][C:16]([C:19]2[CH2:20][CH2:21][N:22]([C@H:25]3[CH2:30][CH2:29][CH2:28][N:27]([CH2:37][C:31]([OH:32])=[O:34])[CH2:26]3)[CH2:23][CH:24]=2)=[CH:15][C:3]=1[NH:4][C@@H:5]([C:7]1[CH:12]=[CH:11][C:10]([Cl:13])=[CH:9][C:8]=1[Cl:14])[CH3:6].